This data is from Catalyst prediction with 721,799 reactions and 888 catalyst types from USPTO. The task is: Predict which catalyst facilitates the given reaction. (1) Reactant: [OH:1][C:2]1[CH:7]=[CH:6][N:5]([CH2:8][CH2:9][CH:10]([CH3:12])[CH3:11])[C:4](=[O:13])[CH:3]=1.N1C=CC=CC=1.S(OC)(O[C:24](SC)([S:27][CH3:28])[S:25][CH3:26])(=O)=O. Product: [CH3:26][S:25][C:24]([S:27][CH3:28])=[C:3]1[C:2](=[O:1])[CH:7]=[CH:6][N:5]([CH2:8][CH2:9][CH:10]([CH3:11])[CH3:12])[C:4]1=[O:13]. The catalyst class is: 12. (2) Reactant: [C:1]([OH:9])(=O)[C:2]1[CH:7]=[CH:6][CH:5]=[N:4][CH:3]=1.CN(C(ON1N=NC2C=CC=CC1=2)=[N+](C)C)C.[B-](F)(F)(F)F.C(N(CC)C(C)C)(C)C.[Br:41][C:42]1[CH:43]=[C:44]([NH2:54])[CH:45]=[N:46][C:47]=1[O:48][CH2:49][C:50]([F:53])([F:52])[F:51]. Product: [Br:41][C:42]1[CH:43]=[C:44]([NH:54][C:1](=[O:9])[C:2]2[CH:7]=[CH:6][CH:5]=[N:4][CH:3]=2)[CH:45]=[N:46][C:47]=1[O:48][CH2:49][C:50]([F:51])([F:52])[F:53]. The catalyst class is: 3. (3) Reactant: [Cl:1][C:2]1[CH:3]=[C:4]([C:8]2[N:12]=[C:11]([CH2:13][C:14]([CH3:19])([CH3:18])[C:15](O)=[O:16])[O:10][N:9]=2)[CH:5]=[CH:6][CH:7]=1.C(N(CC)CC)C.ClC(OCC(C)C)=O.O.[NH2:36][NH2:37]. Product: [Cl:1][C:2]1[CH:3]=[C:4]([C:8]2[N:12]=[C:11]([CH2:13][C:14]([CH3:19])([CH3:18])[C:15]([NH:36][NH2:37])=[O:16])[O:10][N:9]=2)[CH:5]=[CH:6][CH:7]=1. The catalyst class is: 1.